From a dataset of Catalyst prediction with 721,799 reactions and 888 catalyst types from USPTO. Predict which catalyst facilitates the given reaction. (1) Reactant: [N+:1]([C:4]1[CH:19]=[CH:18][C:7]2[CH:8]=[CH:9][C:10]3[CH:17]=[CH:16][CH:15]=[CH:14][C:11]=3[NH:12][CH2:13][C:6]=2[CH:5]=1)([O-:3])=[O:2].CCN(CC)CC.Cl[C:28](=[O:36])[CH2:29][CH2:30][CH2:31][C:32]([O:34][CH3:35])=[O:33]. Product: [N+:1]([C:4]1[CH:19]=[CH:18][C:7]2[CH:8]=[CH:9][C:10]3[CH:17]=[CH:16][CH:15]=[CH:14][C:11]=3[N:12]([C:28](=[O:36])[CH2:29][CH2:30][CH2:31][C:32]([O:34][CH3:35])=[O:33])[CH2:13][C:6]=2[CH:5]=1)([O-:3])=[O:2]. The catalyst class is: 2. (2) Reactant: [CH3:1][O:2][C:3]1[CH:4]=[CH:5][C:6]2[N:12]3[CH:13]=[N:14][C:15]([C:16]([OH:18])=[O:17])=[C:11]3[C@@H:10]3[CH2:19][CH2:20][CH2:21][N:9]3[C:8](=[O:22])[C:7]=2[CH:23]=1.C(C1NC=CN=1)(C1NC=CN=1)=O.[F:36][C:37]([F:45])([F:44])[CH:38](O)[C:39]([F:42])([F:41])[F:40]. Product: [CH3:1][O:2][C:3]1[CH:4]=[CH:5][C:6]2[N:12]3[CH:13]=[N:14][C:15]([C:16]([O:18][CH:38]([C:39]([F:42])([F:41])[F:40])[C:37]([F:45])([F:44])[F:36])=[O:17])=[C:11]3[C@@H:10]3[CH2:19][CH2:20][CH2:21][N:9]3[C:8](=[O:22])[C:7]=2[CH:23]=1. The catalyst class is: 11. (3) Reactant: Br[C:2]1[S:6][C:5]([NH:7][C:8]2[CH:13]=[CH:12][C:11]([O:14][CH3:15])=[CH:10][CH:9]=2)=[N:4][CH:3]=1.[S:16]1[CH:20]=[CH:19][C:18](B(O)O)=[CH:17]1.C([O-])([O-])=O.[Na+].[Na+].O. Product: [CH3:15][O:14][C:11]1[CH:12]=[CH:13][C:8]([NH:7][C:5]2[S:6][C:2]([C:18]3[CH:19]=[CH:20][S:16][CH:17]=3)=[CH:3][N:4]=2)=[CH:9][CH:10]=1. The catalyst class is: 109. (4) Reactant: [CH3:1][C:2]1[CH:3]=[C:4]([C:19]2[S:23][C:22]([C:24]3([OH:34])[CH2:33][CH2:32][C:27]4(OCC[O:28]4)[CH2:26][CH2:25]3)=[N:21][CH:20]=2)[CH:5]=[C:6]([NH:8][C:9]2[N:14]=[C:13]([C:15]([F:18])([F:17])[F:16])[CH:12]=[CH:11][N:10]=2)[CH:7]=1.[N-:35]=[N+]=[N-].[Na+].CS(O)(=O)=O.O. Product: [OH:34][C:24]1([C:22]2[S:23][C:19]([C:4]3[CH:5]=[C:6]([NH:8][C:9]4[N:14]=[C:13]([C:15]([F:17])([F:16])[F:18])[CH:12]=[CH:11][N:10]=4)[CH:7]=[C:2]([CH3:1])[CH:3]=3)=[CH:20][N:21]=2)[CH2:33][CH2:32][NH:35][C:27](=[O:28])[CH2:26][CH2:25]1. The catalyst class is: 22. (5) Reactant: [OH:1][C:2]1[CH:7]=[CH:6][C:5]([C:8](=[O:10])[CH3:9])=[CH:4][CH:3]=1.C(=O)([O-])[O-].[K+].[K+].S([O-])(=O)(=O)C.[CH2:22]([N:24]([CH2:29][CH3:30])[CH2:25][CH2:26][CH2:27]O)[CH3:23].CS(Cl)(=O)=O. Product: [CH2:22]([N:24]([CH2:29][CH3:30])[CH2:25][CH2:26][CH2:27][O:1][C:2]1[CH:7]=[CH:6][C:5]([C:8](=[O:10])[CH3:9])=[CH:4][CH:3]=1)[CH3:23]. The catalyst class is: 3. (6) Reactant: C([O:8][C:9]1[CH:14]=[CH:13][C:12]([C:15]2[C:16]3[C:17](=[N:34][N:35]([CH3:37])[CH:36]=3)[N:18]=[C:19]([C:27]3[CH:32]=[CH:31][C:30]([F:33])=[CH:29][CH:28]=3)[C:20]=2[C:21]2[CH:26]=[CH:25][N:24]=[CH:23][CH:22]=2)=[CH:11][CH:10]=1)C1C=CC=CC=1. Product: [F:33][C:30]1[CH:31]=[CH:32][C:27]([C:19]2[C:20]([C:21]3[CH:26]=[CH:25][N:24]=[CH:23][CH:22]=3)=[C:15]([C:12]3[CH:11]=[CH:10][C:9]([OH:8])=[CH:14][CH:13]=3)[C:16]3[C:17](=[N:34][N:35]([CH3:37])[CH:36]=3)[N:18]=2)=[CH:28][CH:29]=1. The catalyst class is: 50.